From a dataset of Peptide-MHC class I binding affinity with 185,985 pairs from IEDB/IMGT. Regression. Given a peptide amino acid sequence and an MHC pseudo amino acid sequence, predict their binding affinity value. This is MHC class I binding data. The peptide sequence is VDRFYKTLRA. The MHC is HLA-B14:01 with pseudo-sequence HLA-B14:02. The binding affinity (normalized) is 0.520.